From a dataset of Full USPTO retrosynthesis dataset with 1.9M reactions from patents (1976-2016). Predict the reactants needed to synthesize the given product. (1) Given the product [F:22][C:5]1[CH:4]=[CH:3][CH:2]=[CH:7][C:6]=1[C@@:8]1([CH3:21])[N:17]=[C:16]([NH2:18])[C:11]2([CH2:12][CH2:13][CH2:14][CH2:15]2)[S:10](=[O:20])(=[O:19])[CH2:9]1, predict the reactants needed to synthesize it. The reactants are: Br[C:2]1[CH:3]=[CH:4][C:5]([F:22])=[C:6]([C@@:8]2([CH3:21])[N:17]=[C:16]([NH2:18])[C:11]3([CH2:15][CH:14]=[CH:13][CH2:12]3)[S:10](=[O:20])(=[O:19])[CH2:9]2)[CH:7]=1.N. (2) Given the product [CH3:12][O:6][C:5](=[O:7])[C:4]1[CH:8]=[CH:9][N:10]=[C:2]([Cl:1])[C:3]=1[Cl:11], predict the reactants needed to synthesize it. The reactants are: [Cl:1][C:2]1[C:3]([Cl:11])=[C:4]([CH:8]=[CH:9][N:10]=1)[C:5]([OH:7])=[O:6].[CH3:12]N(C=O)C.C(Cl)(=O)C(Cl)=O. (3) Given the product [NH:1]([C:43]([CH3:45])=[O:44])[C@H:2]([C:18]([NH:20][C@H:21]([C:26]([NH:28][C@H:29]([C:39]([O:41][CH3:42])=[O:40])[CH2:30][OH:31])=[O:27])[C@H:22]([CH2:24][CH3:25])[CH3:23])=[O:19])[CH2:3][C:4]1[CH:5]=[CH:6][C:7]([OH:10])=[CH:8][CH:9]=1, predict the reactants needed to synthesize it. The reactants are: [NH:1]([C:43]([CH3:45])=[O:44])[C@H:2]([C:18]([NH:20][C@H:21]([C:26]([NH:28][C@H:29]([C:39]([O:41][CH3:42])=[O:40])[CH2:30][O:31]CC1C=CC=CC=1)=[O:27])[C@H:22]([CH2:24][CH3:25])[CH3:23])=[O:19])[CH2:3][C:4]1[CH:9]=[CH:8][C:7]([O:10]CC2C=CC=CC=2)=[CH:6][CH:5]=1.C(O)(C(F)(F)F)=O.